Dataset: Catalyst prediction with 721,799 reactions and 888 catalyst types from USPTO. Task: Predict which catalyst facilitates the given reaction. (1) Product: [C:26]([C@:10]1([CH2:9][OH:8])[O:14][C@@H:13]([N:15]2[C:24]3[N:23]=[C:22]([F:25])[N:21]=[C:19]([NH2:20])[C:18]=3[N:17]=[CH:16]2)[CH2:12][CH2:11]1)#[CH:27]. The catalyst class is: 7. Reactant: [Si]([O:8][CH2:9][C@@:10]1([C:26]#[C:27][Si](CC)(CC)CC)[O:14][C@@H:13]([N:15]2[C:24]3[N:23]=[C:22]([F:25])[N:21]=[C:19]([NH2:20])[C:18]=3[N:17]=[CH:16]2)[CH2:12][CH2:11]1)(C(C)(C)C)(C)C.[F-].C([N+](CCCC)(CCCC)CCCC)CCC.C(O)(=O)C. (2) Reactant: [Li+].C[Si]([N-][Si](C)(C)C)(C)C.[S:11]1[C:20]2[C:15](=[CH:16][CH:17]=[CH:18][CH:19]=2)[C:14](=[O:21])[CH2:13][CH2:12]1.C([C:24]([O:26][CH3:27])=[O:25])#N.[NH4+].[Cl-]. Product: [CH3:27][O:26][C:24]([CH:13]1[C:14](=[O:21])[C:15]2[C:20](=[CH:19][CH:18]=[CH:17][CH:16]=2)[S:11][CH2:12]1)=[O:25]. The catalyst class is: 1. (3) The catalyst class is: 43. Reactant: [C:1]([O:5][C:6]([N:8]1[CH2:13][CH2:12][CH:11]([C:14]2[O:32][C:17]3=[CH:18][N:19]=[C:20]([C:22]4[CH:27]=[CH:26][C:25]([S:28]([CH3:31])(=[O:30])=[O:29])=[CH:24][CH:23]=4)[CH:21]=[C:16]3[CH:15]=2)[CH2:10][CH2:9]1)=[O:7])([CH3:4])([CH3:3])[CH3:2].C(O)(=O)C. Product: [C:1]([O:5][C:6]([N:8]1[CH2:9][CH2:10][CH:11]([CH:14]2[O:32][C:17]3=[CH:18][N:19]=[C:20]([C:22]4[CH:23]=[CH:24][C:25]([S:28]([CH3:31])(=[O:29])=[O:30])=[CH:26][CH:27]=4)[CH:21]=[C:16]3[CH2:15]2)[CH2:12][CH2:13]1)=[O:7])([CH3:4])([CH3:3])[CH3:2]. (4) Reactant: [H-].[Na+].[C:3]([O:9][CH2:10][CH3:11])(=[O:8])[CH2:4][C:5]([CH3:7])=[O:6].F[C:13]1[C:18]([F:19])=[C:17]([F:20])[CH:16]=[CH:15][C:14]=1[N+:21]([O-:23])=[O:22].Cl. Product: [CH2:10]([O:9][C:3](=[O:8])[CH:4]([C:13]1[C:14]([N+:21]([O-:23])=[O:22])=[CH:15][CH:16]=[C:17]([F:20])[C:18]=1[F:19])[C:5](=[O:6])[CH3:7])[CH3:11]. The catalyst class is: 30. (5) Reactant: [OH:1][C:2]1[CH:3]=[C:4]2[C:9](=[CH:10][CH:11]=1)[C:8](=[O:12])[N:7]([C:13]1[CH:18]=[CH:17][C:16]([O:19][CH3:20])=[CH:15][CH:14]=1)[CH:6]=[CH:5]2.[Br:21]N1C(=O)CCC1=O.C(=O)(O)[O-].[Na+]. Product: [Br:21][C:5]1[C:4]2[C:9](=[CH:10][CH:11]=[C:2]([OH:1])[CH:3]=2)[C:8](=[O:12])[N:7]([C:13]2[CH:18]=[CH:17][C:16]([O:19][CH3:20])=[CH:15][CH:14]=2)[CH:6]=1. The catalyst class is: 10. (6) Reactant: [NH2:1][CH2:2][C:3]([O:5][CH:6]([CH3:8])[CH3:7])=[O:4].[F:9][C:10]1[C:15]([F:16])=[CH:14][CH:13]=[C:12]([F:17])[C:11]=1[C:18](=[CH2:22])[C:19](=[O:21])[CH3:20].[C:23](O[Li])([CH3:26])([CH3:25])[CH3:24]. Product: [C:23]1([C:26](=[N:1][CH:2]([CH2:22][CH:18]([C:11]2[C:12]([F:17])=[CH:13][CH:14]=[C:15]([F:16])[C:10]=2[F:9])[C:19](=[O:21])[CH3:20])[C:3]([O:5][CH:6]([CH3:8])[CH3:7])=[O:4])[C:10]2[CH:15]=[CH:14][CH:13]=[CH:12][CH:11]=2)[CH:25]=[CH:22][CH:18]=[CH:19][CH:24]=1. The catalyst class is: 1.